Dataset: Reaction yield outcomes from USPTO patents with 853,638 reactions. Task: Predict the reaction yield, written as a fraction of the theoretical maximum amount of product (1.0 means a 100% yield; for example, 0.34 means a 34% yield). (1) The yield is 0.570. The catalyst is C(Cl)Cl. The product is [CH3:1][C:2]1[CH:3]=[C:4]([N:13]2[CH2:17][CH2:16][CH:15]([O:18][C:19]3[CH:24]=[CH:23][C:22]([O:25][C:26]([F:29])([F:27])[F:28])=[CH:21][CH:20]=3)[C:14]2=[O:30])[CH:5]=[CH:6][C:7]=1[O:8][CH2:9][CH2:10][S:11]([CH3:12])=[O:39]. The reactants are [CH3:1][C:2]1[CH:3]=[C:4]([N:13]2[CH2:17][CH2:16][CH:15]([O:18][C:19]3[CH:24]=[CH:23][C:22]([O:25][C:26]([F:29])([F:28])[F:27])=[CH:21][CH:20]=3)[C:14]2=[O:30])[CH:5]=[CH:6][C:7]=1[O:8][CH2:9][CH2:10][S:11][CH3:12].C1C=C(Cl)C=C(C(OO)=[O:39])C=1. (2) The reactants are [CH3:1][O:2][C:3]([C:5]1[CH:10]=[CH:9][C:8]([CH2:11][C:12]([OH:14])=O)=[CH:7][CH:6]=1)=[O:4].C1C=CC2N(O)N=NC=2C=1.C(Cl)CCl.CCN(C(C)C)C(C)C.[CH3:38][O:39][C:40]1[CH:46]=[CH:45][C:43]([NH2:44])=[C:42]([C:47]([F:50])([F:49])[F:48])[CH:41]=1. The catalyst is C([O-])(O)=O.[Na+]. The product is [CH3:38][O:39][C:40]1[CH:46]=[CH:45][C:43]([NH:44][C:12](=[O:14])[CH2:11][C:8]2[CH:7]=[CH:6][C:5]([C:3]([O:2][CH3:1])=[O:4])=[CH:10][CH:9]=2)=[C:42]([C:47]([F:48])([F:49])[F:50])[CH:41]=1. The yield is 0.310.